This data is from Forward reaction prediction with 1.9M reactions from USPTO patents (1976-2016). The task is: Predict the product of the given reaction. (1) Given the reactants [CH2:1]([CH2:3][NH2:4])[OH:2].CO.[OH-].[Na+].[CH2:9](Cl)[C:10]1[CH:15]=[CH:14][CH:13]=[CH:12][CH:11]=1.[CH2:17]1[CH2:22][CH2:21][CH2:20][CH2:19][CH2:18]1.[C:23](OCC)(=O)C, predict the reaction product. The product is: [CH2:9]([N:4]([CH2:23][C:17]1[CH:22]=[CH:21][CH:20]=[CH:19][CH:18]=1)[CH2:3][CH2:1][OH:2])[C:10]1[CH:15]=[CH:14][CH:13]=[CH:12][CH:11]=1. (2) Given the reactants Br[C:2]1[CH:3]=[C:4]([C:12]([F:15])([F:14])[F:13])[C:5]([O:8][CH:9]([CH3:11])[CH3:10])=[N:6][CH:7]=1.[Li]CCCC.[B:21]([O:30][CH:31]([CH3:33])[CH3:32])([O:26][CH:27]([CH3:29])[CH3:28])OC(C)C.OC(C(O)(C)C)(C)C, predict the reaction product. The product is: [CH3:10][CH:9]([O:8][C:5]1[C:4]([C:12]([F:15])([F:14])[F:13])=[CH:3][C:2]([B:21]2[O:26][C:27]([CH3:28])([CH3:29])[C:31]([CH3:32])([CH3:33])[O:30]2)=[CH:7][N:6]=1)[CH3:11]. (3) Given the reactants [CH2:1]([O:3][C:4]([C:6]1[N:7]([CH3:14])[CH:8]=[C:9]([N+:11]([O-])=O)[N:10]=1)=[O:5])[CH3:2].N1C=CN=C1.[CH3:20][N:21]1[CH:25]=[C:24]([NH:26][C:27]([O:29][CH2:30][CH2:31][S:32]([C:35]2[CH:40]=[CH:39][C:38]([C:41]([F:44])([F:43])[F:42])=[CH:37][CH:36]=2)(=[O:34])=[O:33])=[O:28])[CH:23]=[C:22]1[C:45](O)=[O:46].C1CN([P+](Br)(N2CCCC2)N2CCCC2)CC1.F[P-](F)(F)(F)(F)F.CCN(C(C)C)C(C)C, predict the reaction product. The product is: [CH2:1]([O:3][C:4]([C:6]1[N:7]([CH3:14])[CH:8]=[C:9]([NH:11][C:45]([C:22]2[N:21]([CH3:20])[CH:25]=[C:24]([NH:26][C:27]([O:29][CH2:30][CH2:31][S:32]([C:35]3[CH:40]=[CH:39][C:38]([C:41]([F:44])([F:42])[F:43])=[CH:37][CH:36]=3)(=[O:34])=[O:33])=[O:28])[CH:23]=2)=[O:46])[N:10]=1)=[O:5])[CH3:2]. (4) Given the reactants O[CH2:2][C:3]1[N:7]([CH3:8])[C:6]([C:9]([O:11]CC)=[O:10])=[CH:5][C:4]=1[CH3:14], predict the reaction product. The product is: [CH3:8][N:7]1[C:3]([CH3:2])=[C:4]([CH3:14])[CH:5]=[C:6]1[C:9]([OH:11])=[O:10]. (5) Given the reactants C(OC([N:8]1[C:12]2[CH:13]=[CH:14][CH:15]=[CH:16][C:11]=2[N:10]=[C:9]1[CH2:17][N:18]([CH2:31][CH2:32][CH2:33][CH2:34][N:35]1C(=O)C2C(=CC=CC=2)C1=O)[CH:19]1[C:28]2[N:27]=[CH:26][CH:25]=[C:24]([O:29][CH3:30])[C:23]=2[CH2:22][CH2:21][CH2:20]1)=O)(C)(C)C.O.NN, predict the reaction product. The product is: [NH:8]1[C:12]2[CH:13]=[CH:14][CH:15]=[CH:16][C:11]=2[N:10]=[C:9]1[CH2:17][N:18]([CH:19]1[C:28]2[N:27]=[CH:26][CH:25]=[C:24]([O:29][CH3:30])[C:23]=2[CH2:22][CH2:21][CH2:20]1)[CH2:31][CH2:32][CH2:33][CH2:34][NH2:35]. (6) Given the reactants N#N.[CH3:3][O:4][CH2:5][C:6]1[S:7][C:8]([CH2:11][N:12]2[N:16]=[C:15]([N+:17]([O-])=O)[CH:14]=[N:13]2)=[CH:9][N:10]=1.[NH4+].[Cl-], predict the reaction product. The product is: [CH3:3][O:4][CH2:5][C:6]1[S:7][C:8]([CH2:11][N:12]2[N:16]=[C:15]([NH2:17])[CH:14]=[N:13]2)=[CH:9][N:10]=1. (7) Given the reactants [CH3:1]/[C:2](=[CH:12]\[S:13][C:14]1[CH:19]=[CH:18][CH:17]=[CH:16][CH:15]=1)/[C:3]([NH:5][C:6]1[CH:11]=[CH:10][CH:9]=[CH:8][CH:7]=1)=O.P(Cl)(Cl)(Cl)(Cl)Cl.[Na].[C:27]1([SH:33])[CH:32]=[CH:31][CH:30]=[CH:29][CH:28]=1, predict the reaction product. The product is: [CH3:1][C:2](=[CH:12][S:13][C:14]1[CH:19]=[CH:18][CH:17]=[CH:16][CH:15]=1)[C:3]([S:33][C:27]1[CH:32]=[CH:31][CH:30]=[CH:29][CH:28]=1)=[N:5][C:6]1[CH:11]=[CH:10][CH:9]=[CH:8][CH:7]=1. (8) Given the reactants [Cl:1][C:2]1[C:7]2[N:8]=[C:9]([CH2:12][O:13][CH2:14][CH3:15])[N:10]([NH2:11])[C:6]=2[C:5]([CH3:16])=[C:4]([CH3:17])[N:3]=1.C(O[CH:21](OCC)[CH2:22][CH2:23][NH:24][C:25](=[O:27])[OH:26])C.[C:31]1([CH3:41])[CH:36]=CC(S([O-])(=O)=O)=C[CH:32]=1.[NH+]1C=CC=CC=1.C(NN1C2C(C)=C(C)N=C(Cl)C=2N=C1COCC)(C)(C)C, predict the reaction product. The product is: [Cl:1][C:2]1[C:7]2[N:8]=[C:9]([CH2:12][O:13][CH2:14][CH3:15])[N:10]([N:11]=[CH:21][CH2:22][CH2:23][NH:24][C:25](=[O:27])[O:26][C:31]([CH3:41])([CH3:36])[CH3:32])[C:6]=2[C:5]([CH3:16])=[C:4]([CH3:17])[N:3]=1. (9) Given the reactants [CH3:1][N:2]([CH3:10])[N:3]1[CH2:8][CH2:7][C:6](=[O:9])[CH2:5][CH2:4]1.[C-:11]#[N:12].[K+].C(=O)([O-])O.[Na+], predict the reaction product. The product is: [CH3:1][N:2]([CH3:10])[N:3]1[CH2:8][CH2:7][C:6]([OH:9])([C:11]#[N:12])[CH2:5][CH2:4]1.